This data is from TCR-epitope binding with 47,182 pairs between 192 epitopes and 23,139 TCRs. The task is: Binary Classification. Given a T-cell receptor sequence (or CDR3 region) and an epitope sequence, predict whether binding occurs between them. (1) The epitope is IPIQASLPF. The TCR CDR3 sequence is CASSYGGRNNQPQHF. Result: 0 (the TCR does not bind to the epitope). (2) The epitope is FPRPWLHGL. The TCR CDR3 sequence is CASSSDLYEQYF. Result: 0 (the TCR does not bind to the epitope). (3) Result: 1 (the TCR binds to the epitope). The TCR CDR3 sequence is CASRTGGEETQYF. The epitope is IIKDYGKQM. (4) Result: 1 (the TCR binds to the epitope). The TCR CDR3 sequence is CASSQQGPEQFF. The epitope is VTEHDTLLY. (5) Result: 0 (the TCR does not bind to the epitope). The epitope is KLWAQCVQL. The TCR CDR3 sequence is CASRPGTVNTEAFF. (6) The epitope is HSKKKCDEL. The TCR CDR3 sequence is CASSFDGGNQPQHF. Result: 0 (the TCR does not bind to the epitope). (7) The epitope is IVTDFSVIK. The TCR CDR3 sequence is CASSQEWLAVSTDTQYF. Result: 1 (the TCR binds to the epitope). (8) The epitope is TPGPGVRYPL. The TCR CDR3 sequence is CASSNSLPSGVSYNEQFF. Result: 0 (the TCR does not bind to the epitope). (9) The epitope is KLGGALQAK. The TCR CDR3 sequence is CASSPPGSNEQFF. Result: 0 (the TCR does not bind to the epitope). (10) The epitope is LPPIVAKEI. The TCR CDR3 sequence is CASSSRQSKEAFF. Result: 1 (the TCR binds to the epitope).